This data is from Forward reaction prediction with 1.9M reactions from USPTO patents (1976-2016). The task is: Predict the product of the given reaction. (1) Given the reactants [CH2:1]([N:5]([CH2:15][CH2:16][CH2:17][CH3:18])[C:6]1[CH:13]=[CH:12][C:9]([CH:10]=[O:11])=[C:8]([OH:14])[CH:7]=1)[CH2:2][CH2:3][CH3:4].[CH2:19](Br)[C:20]1[CH:25]=[CH:24][CH:23]=[CH:22][CH:21]=1.C(=O)([O-])[O-].[K+].[K+].O, predict the reaction product. The product is: [CH2:19]([O:14][C:8]1[CH:7]=[C:6]([N:5]([CH2:15][CH2:16][CH2:17][CH3:18])[CH2:1][CH2:2][CH2:3][CH3:4])[CH:13]=[CH:12][C:9]=1[CH:10]=[O:11])[C:20]1[CH:25]=[CH:24][CH:23]=[CH:22][CH:21]=1. (2) The product is: [CH3:18][O:17][CH2:16][CH2:15][O:10][C:9]1[C:8]([CH3:11])=[CH:7][C:4]([CH:5]=[O:6])=[CH:3][C:2]=1[CH3:1]. Given the reactants [CH3:1][C:2]1[CH:3]=[C:4]([CH:7]=[C:8]([CH3:11])[C:9]=1[OH:10])[CH:5]=[O:6].[H-].[Na+].Br[CH2:15][CH2:16][O:17][CH3:18], predict the reaction product. (3) Given the reactants [NH2:1][CH2:2][C@H:3]1[N:8]([C:9]([C:11]2[N:12]=[C:13]([CH3:23])[S:14][C:15]=2[C:16]2[CH:17]=[C:18]([CH3:22])[CH:19]=[CH:20][CH:21]=2)=[O:10])[CH2:7][C@H:6]2[C@@H:4]1[CH2:5]2.[O:24]1[C:33]2[CH:32]=[CH:31][CH:30]=[C:29]([C:34](O)=[O:35])[C:28]=2[CH:27]=[CH:26][CH2:25]1, predict the reaction product. The product is: [CH3:23][C:13]1[S:14][C:15]([C:16]2[CH:17]=[C:18]([CH3:22])[CH:19]=[CH:20][CH:21]=2)=[C:11]([C:9]([N:8]2[CH2:7][C@H:6]3[C@H:4]([CH2:5]3)[C@H:3]2[CH2:2][NH:1][C:34]([C:29]2[C:28]3[CH:27]=[CH:26][CH2:25][O:24][C:33]=3[CH:32]=[CH:31][CH:30]=2)=[O:35])=[O:10])[N:12]=1. (4) Given the reactants C(N=C=NCCCN(C)C)C.[OH:12]N1C2C=CC=CC=2N=N1.Cl.[CH:23]([N:26]1[C:30]2[C:31](=[O:40])[NH:32][C:33]3([CH2:39][CH2:38][NH:37][CH2:36][CH2:35]3)[CH2:34][C:29]=2[CH:28]=[N:27]1)([CH3:25])[CH3:24].[CH:41]([N:44]1[C:48]2C(=O)N[C:51]3([CH2:57]CN[CH2:54][CH2:53]3)[CH2:52][C:47]=2[CH:46]=[N:45]1)(C)C, predict the reaction product. The product is: [CH:23]([N:26]1[C:30]2[C:31](=[O:40])[NH:32][C:33]3([CH2:39][CH2:38][N:37]([C:57]([C:51]4[CH:53]=[CH:54][C:46]5[C:47](=[CH:48][N:44]([CH3:41])[N:45]=5)[CH:52]=4)=[O:12])[CH2:36][CH2:35]3)[CH2:34][C:29]=2[CH:28]=[N:27]1)([CH3:25])[CH3:24]. (5) The product is: [OH:27][C:12]1([C:10]#[C:11]/[C:2](/[CH3:9])=[CH:3]\[C:4]([O:6][CH2:7][CH3:8])=[O:5])[C:24]2([CH3:25])[CH:22]([CH2:23]2)[C:15]2([O:16][CH:17]([CH3:21])[CH:18]([CH3:20])[O:19]2)[CH:14]=[C:13]1[CH3:26]. Given the reactants I/[C:2](/[CH3:9])=[CH:3]\[C:4]([O:6][CH2:7][CH3:8])=[O:5].[C:10]([C:12]1([OH:27])[C:24]2([CH3:25])[CH:22]([CH2:23]2)[C:15]2([O:19][CH:18]([CH3:20])[CH:17]([CH3:21])[O:16]2)[CH:14]=[C:13]1[CH3:26])#[CH:11].C(NC(C)C)(C)C.OC1(OC(=O)C=C(C)C#C)C2(C)C(C2)C2(OC(C)C(C)O2)C=C1C, predict the reaction product. (6) Given the reactants Cl[C:2]1[C:11]2=[N:12][N:13](CC3C=CC(OC)=CC=3)[CH:14]=[C:10]2[C:9]2[CH:8]=[C:7]([O:24][CH3:25])[CH:6]=[CH:5][C:4]=2[N:3]=1.[CH3:26][O:27][C:28]1[CH:34]=[CH:33][C:31]([NH2:32])=[CH:30][CH:29]=1.Cl, predict the reaction product. The product is: [CH3:26][O:27][C:28]1[CH:34]=[CH:33][C:31]([NH:32][C:2]2[C:11]3=[N:12][NH:13][CH:14]=[C:10]3[C:9]3[CH:8]=[C:7]([O:24][CH3:25])[CH:6]=[CH:5][C:4]=3[N:3]=2)=[CH:30][CH:29]=1. (7) Given the reactants C([N:8]1[CH2:25][CH:24]([CH2:26][OH:27])[O:23][C:10]2([CH2:15][CH2:14][N:13]([C:16]([O:18][C:19]([CH3:22])([CH3:21])[CH3:20])=[O:17])[CH2:12][CH2:11]2)[CH2:9]1)C1C=CC=CC=1.C([O-])=O.[NH4+], predict the reaction product. The product is: [OH:27][CH2:26][CH:24]1[O:23][C:10]2([CH2:11][CH2:12][N:13]([C:16]([O:18][C:19]([CH3:21])([CH3:20])[CH3:22])=[O:17])[CH2:14][CH2:15]2)[CH2:9][NH:8][CH2:25]1. (8) The product is: [CH2:13]([O:15][C:16](=[O:23])[C:17](=[CH:5][C:6]1[CH:11]=[CH:10][CH:9]=[CH:8][CH:7]=1)[C:18]([O:20][CH2:21][CH3:22])=[O:19])[CH3:14]. Given the reactants CC[O-].[Na+].[CH:5](=O)[C:6]1[CH:11]=[CH:10][CH:9]=[CH:8][CH:7]=1.[CH2:13]([O:15][C:16](=[O:23])[CH2:17][C:18]([O:20][CH2:21][CH3:22])=[O:19])[CH3:14].Cl, predict the reaction product. (9) Given the reactants [CH3:1][O:2][C:3]1[CH:8]=[C:7]([CH:9]=[O:10])[CH:6]=[CH:5][C:4]=1[OH:11].C(N(C(C)C)CC)(C)C.Cl[CH2:22][O:23][CH3:24].O, predict the reaction product. The product is: [CH3:1][O:2][C:3]1[CH:8]=[C:7]([CH:6]=[CH:5][C:4]=1[O:11][CH2:22][O:23][CH3:24])[CH:9]=[O:10]. (10) Given the reactants [F:1][C:2]([F:15])([F:14])[C:3]1[CH:12]=[CH:11][C:10]([NH2:13])=[C:9]2[C:4]=1[CH:5]=[CH:6][CH:7]=[N:8]2.[N:16]1[CH:21]=[CH:20][CH:19]=[CH:18][C:17]=1[S:22](Cl)(=[O:24])=[O:23].N1C=CC=CC=1, predict the reaction product. The product is: [F:15][C:2]([F:1])([F:14])[C:3]1[CH:12]=[CH:11][C:10]([NH:13][S:22]([C:17]2[CH:18]=[CH:19][CH:20]=[CH:21][N:16]=2)(=[O:24])=[O:23])=[C:9]2[C:4]=1[CH:5]=[CH:6][CH:7]=[N:8]2.